Task: Regression/Classification. Given a drug SMILES string, predict its absorption, distribution, metabolism, or excretion properties. Task type varies by dataset: regression for continuous measurements (e.g., permeability, clearance, half-life) or binary classification for categorical outcomes (e.g., BBB penetration, CYP inhibition). Dataset: cyp2d6_veith.. Dataset: CYP2D6 inhibition data for predicting drug metabolism from PubChem BioAssay (1) The compound is CN(CC(=O)NCc1ccc(F)cc1)S(=O)(=O)c1cccc2nsnc12. The result is 0 (non-inhibitor). (2) The compound is Cc1nn(-c2ccccc2)c(-c2ccccc2)c1C(=O)O. The result is 0 (non-inhibitor). (3) The molecule is C[C@@H](C(=O)NCC1CC1)[C@H]1C[C@]1(C)[C@H](NC(=O)OCc1ccccc1)c1ccccc1. The result is 1 (inhibitor). (4) The molecule is Cn1c(=O)[nH]c2ncn(C)c2c1=O. The result is 0 (non-inhibitor). (5) The molecule is CS(=O)(=O)Nc1ccc([N+](=O)[O-])cc1OC1CCCCC1. The result is 1 (inhibitor).